Dataset: Drug-target binding data from BindingDB using Ki measurements. Task: Regression. Given a target protein amino acid sequence and a drug SMILES string, predict the binding affinity score between them. We predict pKi (pKi = -log10(Ki in M); higher means stronger inhibition). Dataset: bindingdb_ki. (1) The small molecule is N=C(N)c1ccc(CNC(=O)[C@H](CO)NC(=O)[C@@H](CO)NS(=O)(=O)Cc2cccc(C(=O)O)c2)cc1. The target protein (P00762) has sequence MSALLILALVGAAVAFPLEDDDKIVGGYTCPEHSVPYQVSLNSGYHFCGGSLINDQWVVSAAHCYKSRIQVRLGEHNINVLEGDEQFINAAKIIKHPNYSSWTLNNDIMLIKLSSPVKLNARVAPVALPSACAPAGTQCLISGWGNTLSNGVNNPDLLQCVDAPVLSQADCEAAYPGEITSSMICVGFLEGGKDSCQGDSGGPVVCNGQLQGIVSWGYGCALPDNPGVYTKVCNFVGWIQDTIAAN. The pKi is 7.2. (2) The target protein (Q61616) has sequence MAPNTSTMDETGLPVERDFSFRILTACFLSLLILSTLLGNTLVCAAVIRFRHLRSKVTNFFVISLAVSDLLVAVLVMPWKAVAEIAGFWPFGSFCNIWVAFDIMCSTASILNLCVISVDRYWAISSPFQYERKMTPKAAFILISVAWTLSVLISFIPVQLSWHKAKPTWPLDGNFTSLEDAEDDNCDTRLSRTYAISSSLISFYIPVAIMIVTYTSIYRIAQKQIRRISALERAAVHAKNCQTTTGNGNPVECSQSESSFKMSFKRETKVLKTLSVIMGVFVCCWLPFFISNCMVPFCGSEETQPFCIDSITFDVFVWFGWANSSLNPIIYAFNADFQKAFSTLLGCYRLCPTTNNAIETVSINNNGAVMFSSHHEPRGSISKDCNLVYLIPHAVGSSEDLKREEAGGIPKPLEKLSPALSVILDYDTDVSLEKIQPVTHSGQHST. The pKi is 6.0. The drug is CCCN(CCC)C1CCc2cccc(O)c2C1. (3) The small molecule is C[C@H](NC(=O)Cn1ccc(=O)[nH]c1=O)C(=O)NCC(=O)O. The target protein sequence is MEAQLRATSFLWHHPLQVSGCLNFLFIYFSSFLFRVLFLFYSTSLLCLFLSVLAVLEMNRVQSSFRVPARVLNSLVHLQDGLNTFMDPDWRQIRHVDDWALAITMESAELIDSYPWKWWKNVKAQADMHNVRIEIADILHFSLSGEMQKRTQDGKGAGDVALKSLKEMGFFCRPPAHAKSTEASDHRTNGGDDDGDDELLELIFFPLTEVASAVATFRNIIQLASIYRFDLITKGLLLAAQDLDFNLVGYYVAKYTLNQIRQLKGYKEGAYVKVREGVEDNELLHECVQSVSVEDVLNEGTYLKTWEKIACSVFDAFGMPEEERRHAYEWLKSAALEGKR. The pKi is 3.0.